From a dataset of Forward reaction prediction with 1.9M reactions from USPTO patents (1976-2016). Predict the product of the given reaction. (1) Given the reactants [F:1][C:2]1[C:3]([F:12])=[CH:4][C:5]2[S:9][C:8]([NH2:10])=[N:7][C:6]=2[CH:11]=1.[F:13][C:14]([F:25])([F:24])[C:15]1[CH:16]=[C:17]([CH:21]=[CH:22][CH:23]=1)[C:18](Cl)=[O:19].C[O:27][C:28]1[CH:37]=CC2N=C(N)SC=2C=1.ClC1C=C(C=CC=1)C(Cl)=[O:43], predict the reaction product. The product is: [F:1][C:2]1[C:3]([F:12])=[CH:4][C:5]2[S:9][C:8](=[N:10][C:18](=[O:19])[C:17]3[CH:21]=[CH:22][CH:23]=[C:15]([C:14]([F:25])([F:24])[F:13])[CH:16]=3)[N:7]([CH2:37][C:28]([OH:27])=[O:43])[C:6]=2[CH:11]=1. (2) Given the reactants C(O[C:4]([C:6]1[N:7]2[CH:13]=[C:12]([C:14]3[CH:19]=[CH:18][CH:17]=[CH:16][C:15]=3[N+:20]([O-:22])=[O:21])[N:11]=[C:8]2[S:9][CH:10]=1)=O)C.[OH-:23].[Na+].C1[CH2:29][O:28]CC1.O, predict the reaction product. The product is: [N+:20]([C:15]1[CH:16]=[CH:17][CH:18]=[CH:19][C:14]=1[C:12]1[N:11]=[C:8]2[N:7]([CH:13]=1)[C:6]([CH2:4][C:29]([OH:28])=[O:23])=[CH:10][S:9]2)([O-:22])=[O:21]. (3) Given the reactants [Cl:1][C:2]1[CH:3]=[C:4]([CH:8]=[C:9]([F:37])[C:10]=1[CH2:11][CH2:12][C:13]1[N:14]([C:30]2[CH:35]=[CH:34][C:33]([F:36])=[CH:32][CH:31]=2)[C:15]([C:18]([C:21]2[CH:26]=[CH:25][C:24]([Cl:27])=[C:23]([O:28][CH3:29])[CH:22]=2)([CH3:20])[CH3:19])=[CH:16][N:17]=1)C(O)=O.C1(P(N=[N+]=[N-])(C2C=CC=CC=2)=[O:45])C=CC=CC=1.CC[N:57]([CH:61](C)C)C(C)C.[C:64]([OH:68])([CH3:67])([CH3:66])[CH3:65], predict the reaction product. The product is: [Cl:1][C:2]1[CH:3]=[C:4]([NH:57][C:61](=[O:45])[O:68][C:64]([CH3:67])([CH3:66])[CH3:65])[CH:8]=[C:9]([F:37])[C:10]=1[CH2:11][CH2:12][C:13]1[N:14]([C:30]2[CH:35]=[CH:34][C:33]([F:36])=[CH:32][CH:31]=2)[C:15]([C:18]([C:21]2[CH:26]=[CH:25][C:24]([Cl:27])=[C:23]([O:28][CH3:29])[CH:22]=2)([CH3:19])[CH3:20])=[CH:16][N:17]=1.